This data is from NCI-60 drug combinations with 297,098 pairs across 59 cell lines. The task is: Regression. Given two drug SMILES strings and cell line genomic features, predict the synergy score measuring deviation from expected non-interaction effect. Drug 1: C1=CC(=CC=C1CCCC(=O)O)N(CCCl)CCCl. Drug 2: C1C(C(OC1N2C=NC3=C2NC=NCC3O)CO)O. Cell line: KM12. Synergy scores: CSS=1.32, Synergy_ZIP=-4.72, Synergy_Bliss=-9.56, Synergy_Loewe=-6.29, Synergy_HSA=-6.46.